This data is from Peptide-MHC class II binding affinity with 134,281 pairs from IEDB. The task is: Regression. Given a peptide amino acid sequence and an MHC pseudo amino acid sequence, predict their binding affinity value. This is MHC class II binding data. (1) The peptide sequence is DEKLVDAVTPLLKIL. The binding affinity (normalized) is 0.409. The MHC is DRB1_0101 with pseudo-sequence DRB1_0101. (2) The peptide sequence is TSSTPEAVSLLCSDK. The MHC is DRB3_0202 with pseudo-sequence DRB3_0202. The binding affinity (normalized) is 0.0956. (3) The peptide sequence is GMMMGMFNMLSTVLG. The MHC is DRB1_0802 with pseudo-sequence DRB1_0802. The binding affinity (normalized) is 0.580. (4) The peptide sequence is TDDNEEPIAPYHFDLSGHAF. The MHC is DRB1_0802 with pseudo-sequence DRB1_0802. The binding affinity (normalized) is 0.576. (5) The peptide sequence is INENTAAAIAYGLDR. The MHC is HLA-DQA10102-DQB10602 with pseudo-sequence HLA-DQA10102-DQB10602. The binding affinity (normalized) is 0.882. (6) The peptide sequence is KILEPFRKYTAFTIP. The MHC is DRB5_0101 with pseudo-sequence DRB5_0101. The binding affinity (normalized) is 0.509. (7) The peptide sequence is GLHLMIGLAKRSQDS. The MHC is DRB5_0101 with pseudo-sequence DRB5_0101. The binding affinity (normalized) is 0.625.